This data is from Full USPTO retrosynthesis dataset with 1.9M reactions from patents (1976-2016). The task is: Predict the reactants needed to synthesize the given product. (1) Given the product [CH3:56][C:57]1[NH:61][N:60]=[CH:59][C:58]=1[C:18]1[N:17]2[N:29]=[CH:30][N:31]=[C:16]2[C:15]([NH:14][C:11]2[CH:12]=[CH:13][C:8]([N:5]3[CH2:4][CH2:3][N:2]([CH3:1])[CH2:7][CH2:6]3)=[CH:9][CH:10]=2)=[N:20][CH:19]=1, predict the reactants needed to synthesize it. The reactants are: [CH3:1][N:2]1[CH2:7][CH2:6][N:5]([C:8]2[CH:13]=[CH:12][C:11]([NH:14][C:15]3[C:16]4[N:17]([N:29]=[CH:30][N:31]=4)[C:18](C4C=C(C(N)=O)SC=4)=[CH:19][N:20]=3)=[CH:10][CH:9]=2)[CH2:4][CH2:3]1.BrC1N2N=CN=C2C(NC2C=CC(N3CCN(C)CC3)=CC=2)=NC=1.[CH3:56][C:57]1[NH:61][N:60]=[CH:59][C:58]=1B1OC(C)(C)C(C)(C)O1.C([O-])([O-])=O.[Na+].[Na+]. (2) Given the product [CH3:30][C:20]1[C:19]([NH:18][C:16](=[O:17])[C:15]2[CH:31]=[C:11]([N:8]3[CH2:7][CH2:6][C:5](=[O:4])[CH2:10][CH2:9]3)[CH:12]=[CH:13][C:14]=2[CH3:32])=[C:28]([CH3:29])[CH:27]=[CH:26][C:21]=1[C:22]([O:24][CH3:25])=[O:23], predict the reactants needed to synthesize it. The reactants are: O1[C:5]2([CH2:10][CH2:9][N:8]([C:11]3[CH:12]=[CH:13][C:14]([CH3:32])=[C:15]([CH:31]=3)[C:16]([NH:18][C:19]3[C:20]([CH3:30])=[C:21]([CH:26]=[CH:27][C:28]=3[CH3:29])[C:22]([O:24][CH3:25])=[O:23])=[O:17])[CH2:7][CH2:6]2)[O:4]CC1.Cl. (3) Given the product [C:1]([NH:8][CH2:9][C:10]1[S:11][CH:12]=[C:13]([C:15]#[N:17])[N:14]=1)([O:3][C:4]([CH3:6])([CH3:7])[CH3:5])=[O:2], predict the reactants needed to synthesize it. The reactants are: [C:1]([NH:8][CH2:9][C:10]1[S:11][CH:12]=[C:13]([C:15]([NH2:17])=O)[N:14]=1)([O:3][C:4]([CH3:7])([CH3:6])[CH3:5])=[O:2].C(N(CC)CC)C.C(OC(=O)C)(=O)C. (4) Given the product [F:1][C:2]1[CH:27]=[CH:26][C:5]([CH2:6][N:7]2[C:15]3[C:10](=[CH:11][CH:12]=[CH:13][CH:14]=3)[CH:9]=[C:8]2[C:16]([N:18]2[CH2:23][CH2:22][CH:21]([CH2:24][NH:36][CH2:35][CH2:34][C:31]3[CH:32]=[CH:33][C:28]([CH3:37])=[CH:29][CH:30]=3)[CH2:20][CH2:19]2)=[O:17])=[CH:4][CH:3]=1, predict the reactants needed to synthesize it. The reactants are: [F:1][C:2]1[CH:27]=[CH:26][C:5]([CH2:6][N:7]2[C:15]3[C:10](=[CH:11][CH:12]=[CH:13][CH:14]=3)[CH:9]=[C:8]2[C:16]([N:18]2[CH2:23][CH2:22][CH:21]([CH:24]=O)[CH2:20][CH2:19]2)=[O:17])=[CH:4][CH:3]=1.[C:28]1([CH3:37])[CH:33]=[CH:32][C:31]([CH2:34][CH2:35][NH2:36])=[CH:30][CH:29]=1.C([BH3-])#N.[Na+].C(O)(=O)C. (5) The reactants are: C(OC(=O)[NH:7][C@H:8]([CH2:19][O:20][CH2:21][C:22](=O)[C:23]1[CH:28]=[C:27]([F:29])[C:26]([F:30])=[C:25]([F:31])[CH:24]=1)[C@H:9]([O:11]CC1C=CC=CC=1)[CH3:10])(C)(C)C.Cl.C(OCC)(=O)C. Given the product [F:31][C:25]1[CH:24]=[C:23]([C@H:22]2[NH:7][C@@H:8]([C@H:9]([OH:11])[CH3:10])[CH2:19][O:20][CH2:21]2)[CH:28]=[C:27]([F:29])[C:26]=1[F:30], predict the reactants needed to synthesize it. (6) Given the product [CH:18]1([CH2:17][NH:16][C:14]([C:11]2[CH:12]=[CH:13][C:8]([C:6]3[C:5]([CH3:21])=[CH:4][CH:3]=[C:2]([NH:1][C:29]([C:28]4[N:24]([CH2:22][CH3:23])[N:25]=[C:26]([C:32]5[S:33][CH:34]=[CH:35][CH:36]=5)[CH:27]=4)=[O:30])[CH:7]=3)=[CH:9][CH:10]=2)=[O:15])[CH2:20][CH2:19]1, predict the reactants needed to synthesize it. The reactants are: [NH2:1][C:2]1[CH:3]=[CH:4][C:5]([CH3:21])=[C:6]([C:8]2[CH:13]=[CH:12][C:11]([C:14]([NH:16][CH2:17][CH:18]3[CH2:20][CH2:19]3)=[O:15])=[CH:10][CH:9]=2)[CH:7]=1.[CH2:22]([N:24]1[C:28]([C:29](O)=[O:30])=[CH:27][C:26]([C:32]2[S:33][CH:34]=[CH:35][CH:36]=2)=[N:25]1)[CH3:23].